This data is from Full USPTO retrosynthesis dataset with 1.9M reactions from patents (1976-2016). The task is: Predict the reactants needed to synthesize the given product. Given the product [Br:1][C:2]1[CH:3]=[C:4]2[C:9](=[CH:10][CH:11]=1)[C:8](=[O:12])[N:7]([CH2:13][CH:14]([CH3:16])[CH3:15])[C:6]([CH2:17][Cl:27])=[C:5]2[C:19]1[CH:24]=[CH:23][CH:22]=[CH:21][CH:20]=1, predict the reactants needed to synthesize it. The reactants are: [Br:1][C:2]1[CH:3]=[C:4]2[C:9](=[CH:10][CH:11]=1)[C:8](=[O:12])[N:7]([CH2:13][CH:14]([CH3:16])[CH3:15])[C:6]([CH2:17]O)=[C:5]2[C:19]1[CH:24]=[CH:23][CH:22]=[CH:21][CH:20]=1.S(Cl)([Cl:27])=O.